From a dataset of Catalyst prediction with 721,799 reactions and 888 catalyst types from USPTO. Predict which catalyst facilitates the given reaction. (1) Reactant: O=[CH:2][C@@H:3]([NH:11][C:12](=[O:21])[O:13][CH2:14][C:15]1[CH:20]=[CH:19][CH:18]=[CH:17][CH:16]=1)[CH2:4][C:5]1[CH:10]=[CH:9][CH:8]=[CH:7][CH:6]=1.[C:22]([O-])([O-])=O.[K+].[K+].[N+](=C(P(=O)(OC)OC)C(=O)C)=[N-]. Product: [C:5]1([CH2:4][C@H:3]([NH:11][C:12](=[O:21])[O:13][CH2:14][C:15]2[CH:20]=[CH:19][CH:18]=[CH:17][CH:16]=2)[C:2]#[CH:22])[CH:10]=[CH:9][CH:8]=[CH:7][CH:6]=1. The catalyst class is: 5. (2) Reactant: C([O:3][C:4](=[O:38])[CH2:5][CH2:6][CH2:7][CH2:8][CH2:9][O:10][C:11]1[CH:16]=[CH:15][C:14]([C:17]([CH2:35][CH3:36])([C:20]2[CH:25]=[CH:24][C:23]([C:26]#[C:27][C:28]3([OH:33])[CH2:32][CH2:31][CH2:30][CH2:29]3)=[C:22]([CH3:34])[CH:21]=2)[CH2:18][CH3:19])=[CH:13][C:12]=1[CH3:37])C.[OH-].[K+].Cl. Product: [CH2:18]([C:17]([C:14]1[CH:15]=[CH:16][C:11]([O:10][CH2:9][CH2:8][CH2:7][CH2:6][CH2:5][C:4]([OH:38])=[O:3])=[C:12]([CH3:37])[CH:13]=1)([C:20]1[CH:25]=[CH:24][C:23]([C:26]#[C:27][C:28]2([OH:33])[CH2:29][CH2:30][CH2:31][CH2:32]2)=[C:22]([CH3:34])[CH:21]=1)[CH2:35][CH3:36])[CH3:19]. The catalyst class is: 5.